This data is from Reaction yield outcomes from USPTO patents with 853,638 reactions. The task is: Predict the reaction yield, written as a fraction of the theoretical maximum amount of product (1.0 means a 100% yield; for example, 0.34 means a 34% yield). (1) The reactants are C([O:4][CH2:5][C:6]1[C:7]([N:26]2[N:35]=[CH:34][C:33]3[C:28](=[C:29]([F:40])[CH:30]=[C:31]([C:36]([CH3:39])([CH3:38])[CH3:37])[CH:32]=3)[C:27]2=[O:41])=[N:8][CH:9]=[CH:10][C:11]=1[C:12]1[CH:17]=[C:16]([NH:18][C:19]2[CH:23]=[CH:22][NH:21][N:20]=2)[C:15](=[O:24])[N:14]([CH3:25])[CH:13]=1)(=O)C.O.[OH-].[Li+]. The catalyst is C1COCC1.C(O)(C)C.O. The product is [C:36]([C:31]1[CH:32]=[C:33]2[C:28](=[C:29]([F:40])[CH:30]=1)[C:27](=[O:41])[N:26]([C:7]1[C:6]([CH2:5][OH:4])=[C:11]([C:12]3[CH:17]=[C:16]([NH:18][C:19]4[CH:23]=[CH:22][NH:21][N:20]=4)[C:15](=[O:24])[N:14]([CH3:25])[CH:13]=3)[CH:10]=[CH:9][N:8]=1)[N:35]=[CH:34]2)([CH3:39])([CH3:37])[CH3:38]. The yield is 0.0700. (2) The reactants are [NH2:1][C:2]1[N:6]([C:7]2[CH:12]=[CH:11][CH:10]=[C:9]([N+:13]([O-:15])=[O:14])[CH:8]=2)[N:5]=[CH:4][C:3]=1C#N.P(=O)(O)(O)O.[OH-].[NH4+]. No catalyst specified. The product is [NH2:1][C:2]1[N:6]([C:7]2[CH:12]=[CH:11][CH:10]=[C:9]([N+:13]([O-:15])=[O:14])[CH:8]=2)[N:5]=[CH:4][CH:3]=1. The yield is 0.800. (3) The reactants are [Na].[Br:2][C:3]1[CH:8]=[CH:7][C:6]([OH:9])=[CH:5][CH:4]=1.Cl[C:11]1[N:19]=[CH:18][CH:17]=[CH:16][C:12]=1[C:13](O)=[O:14]. The catalyst is CO. The product is [Br:2][C:3]1[CH:8]=[C:7]2[C:6](=[CH:5][CH:4]=1)[O:9][C:11]1[N:19]=[CH:18][CH:17]=[CH:16][C:12]=1[C:13]2=[O:14]. The yield is 0.0800. (4) The reactants are [CH3:1][O:2][C:3]1[CH:8]=[CH:7][C:6]([C:9]2[CH:10]=[N:11][C:12]([NH:15][C:16]3[CH:33]=[CH:32][C:19]([O:20][CH2:21][CH2:22][N:23]4[CH2:28][CH2:27][CH:26]([C:29]([OH:31])=[O:30])[CH2:25][CH2:24]4)=[CH:18][CH:17]=3)=[N:13][CH:14]=2)=[CH:5][CH:4]=1.Cl[CH2:35][CH2:36]OC1C=CC(NC2N=CC(C3C=CC(OC)=CC=3)=CN=2)=CC=1.[I-].[Na+].N1CCC(C(OCC)=O)CC1. The catalyst is CN(C=O)C. The product is [CH2:35]([O:30][C:29]([CH:26]1[CH2:25][CH2:24][N:23]([CH2:22][CH2:21][O:20][C:19]2[CH:32]=[CH:33][C:16]([NH:15][C:12]3[N:11]=[CH:10][C:9]([C:6]4[CH:5]=[CH:4][C:3]([O:2][CH3:1])=[CH:8][CH:7]=4)=[CH:14][N:13]=3)=[CH:17][CH:18]=2)[CH2:28][CH2:27]1)=[O:31])[CH3:36]. The yield is 0.500. (5) The reactants are [S:1](O[S:1]([C:4]([F:7])([F:6])[F:5])(=[O:3])=[O:2])([C:4]([F:7])([F:6])[F:5])(=[O:3])=[O:2].N1C=CC=CC=1.[NH2:22][C:23]1[CH:28]=[CH:27][C:26]([C:29](=[O:31])[CH3:30])=[C:25]([Cl:32])[CH:24]=1.C(OCC)C. The catalyst is C(Cl)Cl.CCCCC. The product is [C:29]([C:26]1[CH:27]=[CH:28][C:23]([NH:22][S:1]([C:4]([F:7])([F:6])[F:5])(=[O:3])=[O:2])=[CH:24][C:25]=1[Cl:32])(=[O:31])[CH3:30]. The yield is 0.528. (6) The reactants are [NH2:1][C:2]1[C:3]([F:25])=[C:4]([N:9]([CH2:16][C:17]2[CH:22]=[CH:21][C:20]([O:23][CH3:24])=[CH:19][CH:18]=2)[S:10]([CH2:13][CH2:14][CH3:15])(=[O:12])=[O:11])[CH:5]=[CH:6][C:7]=1[F:8].C1(C)C=CC=CC=1.C[Al](C)C.[NH2:37][C:38]1[C:39]2[C:40](=[C:44]([C:47](OCC)=[O:48])[S:45][N:46]=2)[N:41]=[CH:42][N:43]=1. The catalyst is CCCCCC. The product is [NH2:37][C:38]1[C:39]2[C:40](=[C:44]([C:47]([NH:1][C:2]3[C:7]([F:8])=[CH:6][CH:5]=[C:4]([N:9]([CH2:16][C:17]4[CH:18]=[CH:19][C:20]([O:23][CH3:24])=[CH:21][CH:22]=4)[S:10]([CH2:13][CH2:14][CH3:15])(=[O:12])=[O:11])[C:3]=3[F:25])=[O:48])[S:45][N:46]=2)[N:41]=[CH:42][N:43]=1. The yield is 0.680. (7) The reactants are [Cl:1][C:2]1[N:3]=[C:4]([N:14]2[CH2:19][CH2:18][O:17][CH2:16][CH2:15]2)[C:5]2[S:10][C:9]([CH2:11][NH:12][CH3:13])=[CH:8][C:6]=2[N:7]=1.[CH:20]1([N:26]2[CH2:31][CH2:30][C:29](=O)[CH2:28][CH2:27]2)[CH2:25][CH2:24][CH2:23][CH2:22][CH2:21]1. No catalyst specified. The product is [Cl:1][C:2]1[N:3]=[C:4]([N:14]2[CH2:19][CH2:18][O:17][CH2:16][CH2:15]2)[C:5]2[S:10][C:9]([CH2:11][N:12]([CH:29]3[CH2:30][CH2:31][N:26]([CH:20]4[CH2:25][CH2:24][CH2:23][CH2:22][CH2:21]4)[CH2:27][CH2:28]3)[CH3:13])=[CH:8][C:6]=2[N:7]=1. The yield is 0.720. (8) The reactants are [S:1]1[CH:5]=[CH:4][C:3]([C:6]2[CH:7]=[C:8]([N:12]3[C:16]4[CH:17]=[C:18]([C:20](OCC)=[O:21])[NH:19][C:15]=4[N:14]=[CH:13]3)[CH:9]=[CH:10][CH:11]=2)=[CH:2]1.[H-].[Al+3].[Li+].[H-].[H-].[H-]. The catalyst is C1COCC1. The product is [S:1]1[CH:5]=[CH:4][C:3]([C:6]2[CH:7]=[C:8]([N:12]3[C:16]4[CH:17]=[C:18]([CH2:20][OH:21])[NH:19][C:15]=4[N:14]=[CH:13]3)[CH:9]=[CH:10][CH:11]=2)=[CH:2]1. The yield is 0.155. (9) The reactants are [OH-].[Na+].[CH3:3][C:4]1[CH:9]=[CH:8][N:7]=[C:6]([CH2:10][O:11]C(=O)C)[CH:5]=1. The catalyst is CO. The product is [CH3:3][C:4]1[CH:9]=[CH:8][N:7]=[C:6]([CH2:10][OH:11])[CH:5]=1. The yield is 0.710. (10) The reactants are [CH2:1]([NH:3][C:4]1[C:9]([N+:10]([O-])=O)=[CH:8][N:7]=[CH:6][C:5]=1[Br:13])[CH3:2].O.O.[Sn](Cl)[Cl:17].CCOC(C)=O.[OH-].[Na+]. The catalyst is Cl. The product is [Br:13][C:5]1[C:4]([NH:3][CH2:1][CH3:2])=[C:9]([NH2:10])[C:8]([Cl:17])=[N:7][CH:6]=1. The yield is 0.800.